From a dataset of Full USPTO retrosynthesis dataset with 1.9M reactions from patents (1976-2016). Predict the reactants needed to synthesize the given product. (1) The reactants are: [Cl:1][C:2]1[C:7]([CH2:8][C:9]#N)=[CH:6][CH:5]=[CH:4][N:3]=1.S(=O)(=O)(O)[OH:12].[OH2:16]. Given the product [Cl:1][C:2]1[C:7]([CH2:8][C:9]([OH:12])=[O:16])=[CH:6][CH:5]=[CH:4][N:3]=1, predict the reactants needed to synthesize it. (2) The reactants are: C(N(C(C)C)CC)(C)C.[CH3:10][O:11][C:12]([C@@H:14]1[CH2:18][C@@H:17]([OH:19])[CH2:16][NH:15]1)=[O:13].[N:20]([C:23]1[CH:28]=[CH:27][C:26]([O:29][C:30]([F:33])([F:32])[F:31])=[CH:25][CH:24]=1)=[C:21]=[O:22].O. Given the product [CH3:10][O:11][C:12]([C@@H:14]1[CH2:18][C@@H:17]([OH:19])[CH2:16][N:15]1[C:21](=[O:22])[NH:20][C:23]1[CH:28]=[CH:27][C:26]([O:29][C:30]([F:31])([F:33])[F:32])=[CH:25][CH:24]=1)=[O:13], predict the reactants needed to synthesize it. (3) Given the product [CH2:20]([N:8]1[CH2:9][CH2:10][N:11]([CH2:13][C:14]2[CH:19]=[CH:18][CH:17]=[CH:16][CH:15]=2)[CH2:12][C@@H:7]1[CH2:6][N:35]1[CH2:34][CH2:33][NH:32][C:31](=[O:36])[CH:30]1[CH:27]([CH3:29])[CH3:28])[C:21]1[CH:22]=[CH:23][CH:24]=[CH:25][CH:26]=1, predict the reactants needed to synthesize it. The reactants are: CS(O[CH2:6][C@H:7]1[CH2:12][N:11]([CH2:13][C:14]2[CH:19]=[CH:18][CH:17]=[CH:16][CH:15]=2)[CH2:10][CH2:9][N:8]1[CH2:20][C:21]1[CH:26]=[CH:25][CH:24]=[CH:23][CH:22]=1)(=O)=O.[CH:27]([CH:30]1[NH:35][CH2:34][CH2:33][NH:32][C:31]1=[O:36])([CH3:29])[CH3:28].C(=O)([O-])[O-].[K+].[K+]. (4) The reactants are: [NH2:1][C:2]1[CH:3]=[C:4]([CH:15]=[CH:16][CH:17]=1)[C:5]([NH:7][C:8]1[CH:13]=[CH:12][C:11]([Br:14])=[CH:10][N:9]=1)=[O:6].[F:18][C:19]([F:30])([F:29])[C:20]1[CH:28]=[CH:27][CH:26]=[CH:25][C:21]=1[C:22](Cl)=O.CCN(C(C)C)C(C)C. Given the product [F:18][C:19]([F:29])([F:30])[C:20]1[CH:28]=[CH:27][CH:26]=[CH:25][C:21]=1[CH2:22][NH:1][C:2]1[CH:3]=[C:4]([CH:15]=[CH:16][CH:17]=1)[C:5]([NH:7][C:8]1[CH:13]=[CH:12][C:11]([Br:14])=[CH:10][N:9]=1)=[O:6], predict the reactants needed to synthesize it. (5) Given the product [O:1]=[C:2]1[C:7]2[CH:8]=[C:9]([C:11]3[CH:12]=[CH:13][CH:14]=[C:15]4[C:20]=3[N:19]=[C:18]([C:21]([NH:55][C:56]3[CH:61]=[CH:60][CH:59]=[CH:58][CH:57]=3)=[O:23])[CH:17]=[CH:16]4)[NH:10][C:6]=2[CH2:5][CH2:4][NH:3]1, predict the reactants needed to synthesize it. The reactants are: [O:1]=[C:2]1[C:7]2[CH:8]=[C:9]([C:11]3[CH:12]=[CH:13][CH:14]=[C:15]4[C:20]=3[N:19]=[C:18]([C:21]([OH:23])=O)[CH:17]=[CH:16]4)[NH:10][C:6]=2[CH2:5][CH2:4][NH:3]1.CN(C(ON1N=NC2C=CC=NC1=2)=[N+](C)C)C.F[P-](F)(F)(F)(F)F.CCN(CC)CC.[NH2:55][C:56]1[CH:61]=[CH:60][CH:59]=[CH:58][CH:57]=1. (6) Given the product [Si:1]([O:18][CH2:19][C@H:20]1[O:24][C@@H:23]([N:25]2[CH:32]=[C:31]([CH3:33])[C:29](=[O:30])[NH:28][C:26]2=[O:27])[C@H:22]([O:43][CH2:44][CH2:45][OH:46])[C@@H:21]1[OH:47])([C:14]([CH3:16])([CH3:15])[CH3:17])([C:8]1[CH:9]=[CH:10][CH:11]=[CH:12][CH:13]=1)[C:2]1[CH:7]=[CH:6][CH:5]=[CH:4][CH:3]=1, predict the reactants needed to synthesize it. The reactants are: [Si:1]([O:18][CH2:19][C@H:20]1[O:24][C@@H:23]([N:25]2[CH:32]=[C:31]([CH3:33])[C:29](=[O:30])[N:28](COCC3C=CC=CC=3)[C:26]2=[O:27])[C@H:22]([O:43][CH2:44][CH2:45][OH:46])[C@@H:21]1[OH:47])([C:14]([CH3:17])([CH3:16])[CH3:15])([C:8]1[CH:13]=[CH:12][CH:11]=[CH:10][CH:9]=1)[C:2]1[CH:7]=[CH:6][CH:5]=[CH:4][CH:3]=1. (7) Given the product [CH3:1][O:2][C:3]1[CH:9]=[CH:8][C:6]([NH:7][CH:11]([CH3:16])[C:12]([O:14][CH3:15])=[O:13])=[CH:5][CH:4]=1, predict the reactants needed to synthesize it. The reactants are: [CH3:1][O:2][C:3]1[CH:9]=[CH:8][C:6]([NH2:7])=[CH:5][CH:4]=1.Br[CH:11]([CH3:16])[C:12]([O:14][CH3:15])=[O:13].C(=O)([O-])[O-].[K+].[K+].CN(C=O)C. (8) Given the product [CH2:1]([CH:3]([CH2:6][CH2:7][CH2:8][CH3:9])[CH2:4][NH:5][CH2:13][CH2:14][C:15]1[CH:20]=[CH:19][CH:18]=[CH:17][CH:16]=1)[CH3:2], predict the reactants needed to synthesize it. The reactants are: [CH2:1]([CH:3]([CH2:6][CH2:7][CH2:8][CH3:9])[CH2:4][NH2:5])[CH3:2].[H-].[Na+].Br[CH2:13][CH2:14][C:15]1[CH:20]=[CH:19][CH:18]=[CH:17][CH:16]=1.O.